This data is from Forward reaction prediction with 1.9M reactions from USPTO patents (1976-2016). The task is: Predict the product of the given reaction. Given the reactants [F:1][C:2]1[CH:27]=[CH:26][C:5]2[N:6]=[C:7]([NH:9][C:10]3[CH:15]=[CH:14][C:13]([C:16]4[CH:21]=[CH:20][C:19]([C:22]([O:24]C)=[O:23])=[CH:18][CH:17]=4)=[CH:12][CH:11]=3)[S:8][C:4]=2[CH:3]=1.CO.O.[OH-].[Na+], predict the reaction product. The product is: [F:1][C:2]1[CH:27]=[CH:26][C:5]2[N:6]=[C:7]([NH:9][C:10]3[CH:15]=[CH:14][C:13]([C:16]4[CH:21]=[CH:20][C:19]([C:22]([OH:24])=[O:23])=[CH:18][CH:17]=4)=[CH:12][CH:11]=3)[S:8][C:4]=2[CH:3]=1.